This data is from Forward reaction prediction with 1.9M reactions from USPTO patents (1976-2016). The task is: Predict the product of the given reaction. Given the reactants [C:1](Cl)(=[O:3])[CH3:2].[CH3:5][C@@H:6]([O:10][C:11]1[CH:20]=[CH:19][CH:18]=[C:17]2[C:12]=1[C:13]([NH:21][C:22]1[CH:27]=[CH:26][C:25]([O:28][C:29]3[CH:30]=[N:31][C:32]([CH3:35])=[CH:33][CH:34]=3)=[C:24]([CH3:36])[CH:23]=1)=[N:14][CH:15]=[N:16]2)[CH2:7][NH:8][CH3:9].CCN(C(C)C)C(C)C, predict the reaction product. The product is: [CH3:9][N:8]([CH2:7][C@H:6]([O:10][C:11]1[CH:20]=[CH:19][CH:18]=[C:17]2[C:12]=1[C:13]([NH:21][C:22]1[CH:27]=[CH:26][C:25]([O:28][C:29]3[CH:30]=[N:31][C:32]([CH3:35])=[CH:33][CH:34]=3)=[C:24]([CH3:36])[CH:23]=1)=[N:14][CH:15]=[N:16]2)[CH3:5])[C:1](=[O:3])[CH3:2].